Dataset: Forward reaction prediction with 1.9M reactions from USPTO patents (1976-2016). Task: Predict the product of the given reaction. (1) Given the reactants [C@@H:1]([N:5]1[C:13]2[CH:12]=[C:11](Cl)[N:10]=[CH:9][C:8]=2[C:7]([N:15]2[CH2:19][CH2:18][C@@H:17]([OH:20])[CH2:16]2)=[N:6]1)([CH2:3][CH3:4])[CH3:2].[NH2:21][C:22]1[CH:27]=[CH:26][N:25]=[C:24]([N:28]2[CH2:33][CH2:32][C@:31]([CH3:35])([OH:34])[C@H:30]([F:36])[CH2:29]2)[N:23]=1, predict the reaction product. The product is: [C@@H:1]([N:5]1[C:13]2[CH:12]=[C:11]([NH:21][C:22]3[CH:27]=[CH:26][N:25]=[C:24]([N:28]4[CH2:33][CH2:32][C@:31]([CH3:35])([OH:34])[C@H:30]([F:36])[CH2:29]4)[N:23]=3)[N:10]=[CH:9][C:8]=2[C:7]([N:15]2[CH2:19][CH2:18][C@@H:17]([OH:20])[CH2:16]2)=[N:6]1)([CH2:3][CH3:4])[CH3:2]. (2) The product is: [CH3:34][N:33]([CH2:35][C:36]1[CH:44]=[CH:43][C:39]([C:40]2[O:42][N:12]=[C:11]([C:14]3[CH:15]=[C:16]([CH3:31])[C:17]([O:18][CH2:19][CH:20]([OH:27])[CH2:21][NH:22][C:23](=[O:26])[CH2:24][OH:25])=[C:28]([CH3:30])[CH:29]=3)[N:10]=2)=[CH:38][C:37]=1[O:45][CH3:46])[CH3:32]. Given the reactants C(C1C=C(C2O[N:12]=[C:11]([C:14]3[CH:29]=[C:28]([CH3:30])[C:17]([O:18][CH2:19][CH:20]([OH:27])[CH2:21][NH:22][C:23](=[O:26])[CH2:24][OH:25])=[C:16]([CH3:31])[CH:15]=3)[N:10]=2)C=CC=1)=O.[CH3:32][N:33]([CH2:35][C:36]1[CH:44]=[CH:43][C:39]([C:40]([OH:42])=O)=[CH:38][C:37]=1[O:45][CH3:46])[CH3:34].OCC(NCC(O)COC1C(C)=CC(C(=N)NO)=CC=1C)=O.C([O-])=O, predict the reaction product. (3) Given the reactants [F:1][C:2]([F:14])([F:13])[C:3]([N:5]([CH3:12])[C:6]1[CH:7]=[N:8][O:9][C:10]=1[CH3:11])=O.C[O-].[Na+], predict the reaction product. The product is: [CH3:12][N:5]1[C:6]([C:10](=[O:9])[CH3:11])=[CH:7][N:8]=[C:3]1[C:2]([F:14])([F:13])[F:1]. (4) The product is: [ClH:1].[Cl:1][C:2]1[CH:27]=[C:26]([F:28])[CH:25]=[CH:24][C:3]=1[O:4][C:5]1[CH:10]=[CH:9][CH:8]=[CH:7][C:6]=1[NH:11][S:12]([C:15]1[CH:16]=[CH:17][C:18]([C:19]([NH:46][CH2:45][CH2:44][CH2:43][CH2:42][CH:39]2[CH2:38][CH2:37][NH:36][CH2:41][CH2:40]2)=[O:20])=[CH:22][CH:23]=1)(=[O:13])=[O:14]. Given the reactants [Cl:1][C:2]1[CH:27]=[C:26]([F:28])[CH:25]=[CH:24][C:3]=1[O:4][C:5]1[CH:10]=[CH:9][CH:8]=[CH:7][C:6]=1[NH:11][S:12]([C:15]1[CH:23]=[CH:22][C:18]([C:19](O)=[O:20])=[CH:17][CH:16]=1)(=[O:14])=[O:13].C(OC([N:36]1[CH2:41][CH2:40][CH:39]([CH2:42][CH2:43][CH2:44][CH2:45][NH2:46])[CH2:38][CH2:37]1)=O)(C)(C)C, predict the reaction product. (5) Given the reactants [Cl:1][C:2]1[CH:3]=[CH:4][C:5]2[C:6]3[CH:15]=[CH:14][NH:13][C:7]=3[C:8](=[O:12])[NH:9][C:10]=2[CH:11]=1.C([C:18]([O-:20])=[O:19])C.[Cl:21][S:22](O)(=[O:24])=[O:23], predict the reaction product. The product is: [Cl:1][C:2]1[C:3]([S:22]([Cl:21])(=[O:24])=[O:23])=[CH:4][C:5]2[C:6]3[C:15]([C:18]([OH:20])=[O:19])=[CH:14][NH:13][C:7]=3[C:8](=[O:12])[NH:9][C:10]=2[CH:11]=1. (6) The product is: [CH3:12][NH:11][S:8]([C:5]1[CH:6]=[CH:7][C:2]([N:16]2[CH2:21][CH2:20][O:19][CH2:18][CH2:17]2)=[C:3]([N+:13]([O-:15])=[O:14])[CH:4]=1)(=[O:10])=[O:9]. Given the reactants F[C:2]1[CH:7]=[CH:6][C:5]([S:8]([NH:11][CH3:12])(=[O:10])=[O:9])=[CH:4][C:3]=1[N+:13]([O-:15])=[O:14].[NH:16]1[CH2:21][CH2:20][O:19][CH2:18][CH2:17]1.CCN(C(C)C)C(C)C, predict the reaction product.